The task is: Predict the product of the given reaction.. This data is from Forward reaction prediction with 1.9M reactions from USPTO patents (1976-2016). (1) Given the reactants [F:1][C:2]([C:5]1[CH:10]=[CH:9][CH:8]=[CH:7][N:6]=1)([F:4])[F:3].ClC1C=CC=C(C(OO)=[O:19])C=1.[OH-].[Na+], predict the reaction product. The product is: [F:1][C:2]([F:4])([F:3])[C:5]1[CH:10]=[CH:9][CH:8]=[CH:7][N+:6]=1[O-:19]. (2) Given the reactants CN(C([O:8]N1N=NC2C=CC=NC1=2)=[N+](C)C)C.F[P-](F)(F)(F)(F)F.[CH2:25]1[CH2:29][O:28][CH2:27][CH2:26]1.[Br:30][C:31]1[CH:36]=[CH:35][C:34]([NH:37][CH2:38][C:39]2[CH:44]=[CH:43][C:42]([F:45])=[CH:41][C:40]=2[C:46]2[CH:47]=[CH:48][C:49]([C:52]([OH:54])=O)=[N:50][CH:51]=2)=[CH:33][C:32]=1[F:55].CC[N:58]([CH:62](C)C)C(C)C, predict the reaction product. The product is: [Br:30][C:31]1[CH:36]=[CH:35][C:34]([NH:37][CH2:38][C:39]2[CH:44]=[CH:43][C:42]([F:45])=[CH:41][C:40]=2[C:46]2[CH:47]=[CH:48][C:49]([C:52]([NH:58][CH2:62][CH2:26][C:27]([O:28][CH2:29][CH3:25])=[O:8])=[O:54])=[N:50][CH:51]=2)=[CH:33][C:32]=1[F:55]. (3) Given the reactants [Br:1][C:2]1[C:6]([Cl:7])=[C:5]([CH3:8])[NH:4][C:3]=1[C:9]([NH:11][C@@H:12]1[CH2:17][CH2:16][N:15](C(OCC)=O)[CH2:14][C@@H:13]1[O:23][CH3:24])=[O:10].[OH-].[Na+], predict the reaction product. The product is: [ClH:7].[Br:1][C:2]1[C:6]([Cl:7])=[C:5]([CH3:8])[NH:4][C:3]=1[C:9]([NH:11][C@@H:12]1[CH2:17][CH2:16][NH:15][CH2:14][C@@H:13]1[O:23][CH3:24])=[O:10]. (4) Given the reactants [CH:1]([O:4][C:5]1[CH:10]=[CH:9][C:8]([C:11]2[O:15][N:14]=[C:13]3[C:16]4[C:21]([CH2:22][CH2:23][C:12]=23)=[CH:20][C:19]([CH:24]=O)=[CH:18][CH:17]=4)=[CH:7][C:6]=1[C:26]([F:29])([F:28])[F:27])([CH3:3])[CH3:2].[NH:30]1[CH2:33][CH:32]([C:34]([OH:36])=[O:35])[CH2:31]1.C([BH3-])#N.[Na+].[Cl:41]C(Cl)C, predict the reaction product. The product is: [CH:1]([O:4][C:5]1[CH:10]=[CH:9][C:8]([C:11]2[O:15][N:14]=[C:13]3[C:16]4[C:21]([CH2:22][CH2:23][C:12]=23)=[CH:20][C:19]([CH2:24][N:30]2[CH2:33][CH:32]([C:34]([OH:36])=[O:35])[CH2:31]2)=[CH:18][CH:17]=4)=[CH:7][C:6]=1[C:26]([F:28])([F:29])[F:27])([CH3:3])[CH3:2].[ClH:41]. (5) Given the reactants [CH3:1][N:2]([CH3:41])[CH2:3][CH2:4][N:5]1[C:13](=O)[C:12]2[CH:11]=[C:10]3[NH:15][C:16]([C:18]4[C:19](=[O:38])[NH:20][CH:21]=[CH:22][C:23]=4[NH:24][CH:25]([CH3:37])[CH2:26][C:27]4[C:32]([F:33])=[C:31]([F:34])[CH:30]=[C:29]([F:35])[C:28]=4[F:36])=[N:17][C:9]3=[C:8]([CH3:39])[C:7]=2[C:6]1=[O:40], predict the reaction product. The product is: [CH3:41][N:2]([CH3:1])[CH2:3][CH2:4][N:5]1[CH2:13][C:12]2[CH:11]=[C:10]3[NH:15][C:16]([C:18]4[C:19](=[O:38])[NH:20][CH:21]=[CH:22][C:23]=4[NH:24][CH:25]([CH3:37])[CH2:26][C:27]4[C:32]([F:33])=[C:31]([F:34])[CH:30]=[C:29]([F:35])[C:28]=4[F:36])=[N:17][C:9]3=[C:8]([CH3:39])[C:7]=2[C:6]1=[O:40]. (6) Given the reactants C([Li])CCC.[CH3:6][C:7]1[CH:15]=[CH:14][C:10]2[CH:11]=[CH:12][O:13][C:9]=2[C:8]=1[CH3:16].Cl[Sn:18]([CH2:27][CH2:28][CH2:29][CH3:30])([CH2:23][CH2:24][CH2:25][CH3:26])[CH2:19][CH2:20][CH2:21][CH3:22].[Cl-].[NH4+], predict the reaction product. The product is: [CH2:27]([Sn:18]([CH2:19][CH2:20][CH2:21][CH3:22])([CH2:23][CH2:24][CH2:25][CH3:26])[C:12]1[O:13][C:9]2[C:8]([CH3:16])=[C:7]([CH3:6])[CH:15]=[CH:14][C:10]=2[CH:11]=1)[CH2:28][CH2:29][CH3:30]. (7) The product is: [C:58]([S:60][CH2:23][CH2:22][N:9]([CH2:8][CH2:7][CH:1]1[CH2:2][CH2:3][CH2:4][CH2:5][CH2:6]1)[C:10](=[O:21])[NH:11][C@@H:12]([CH3:20])[C:13]([O:15][C:16]([CH3:17])([CH3:18])[CH3:19])=[O:14])(=[O:61])[CH3:59]. Given the reactants [CH:1]1([CH2:7][CH2:8][N:9]([CH2:22][CH2:23]O)[C:10](=[O:21])[NH:11][C@@H:12]([CH3:20])[C:13]([O:15][C:16]([CH3:19])([CH3:18])[CH3:17])=[O:14])[CH2:6][CH2:5][CH2:4][CH2:3][CH2:2]1.C1(P(C2C=CC=CC=2)C2C=CC=CC=2)C=CC=CC=1.N(C(OC(C)C)=O)=NC(OC(C)C)=O.[C:58]([OH:61])(=[S:60])[CH3:59].C(=O)([O-])O.[Na+], predict the reaction product.